From a dataset of Catalyst prediction with 721,799 reactions and 888 catalyst types from USPTO. Predict which catalyst facilitates the given reaction. (1) Reactant: [Br:1][C:2]1[CH:7]=[CH:6][CH:5]=[CH:4][C:3]=1[OH:8].[CH2:9](Br)[C:10]#[CH:11].C(=O)([O-])[O-].[K+].[K+].C(OCC)(=O)C. Product: [CH2:11]([O:8][C:3]1[CH:4]=[CH:5][CH:6]=[CH:7][C:2]=1[Br:1])[C:10]#[CH:9]. The catalyst class is: 3. (2) Reactant: [CH3:1][C:2]1([CH3:19])[O:6][C@H:5]([CH2:7][O:8][C:9]2[CH:10]=[C:11]([CH:16]=[CH:17][CH:18]=2)[C:12]([O:14]C)=[O:13])[CH2:4][O:3]1.[Li+].[OH-]. Product: [CH3:1][C:2]1([CH3:19])[O:6][C@H:5]([CH2:7][O:8][C:9]2[CH:10]=[C:11]([CH:16]=[CH:17][CH:18]=2)[C:12]([OH:14])=[O:13])[CH2:4][O:3]1. The catalyst class is: 20. (3) Reactant: [C:1]1([Mg]Br)[CH:6]=[CH:5][CH:4]=[CH:3][CH:2]=1.[CH3:9][C:10]1[O:11][C:12]([CH3:17])=[C:13]([CH:15]=[O:16])[N:14]=1. Product: [CH3:9][C:10]1[O:11][C:12]([CH3:17])=[C:13]([CH:15]([C:1]2[CH:6]=[CH:5][CH:4]=[CH:3][CH:2]=2)[OH:16])[N:14]=1. The catalyst class is: 1. (4) Product: [ClH:1].[Cl:1][C:2]1[CH:7]=[CH:6][CH:5]=[C:4]([Cl:8])[C:3]=1/[CH:9]=[CH:10]/[C:11]1[CH:16]=[CH:15][C:14]2[C:17]3([CH2:32][O:33][C:13]=2[CH:12]=1)[CH2:22][CH2:21][N:20]([CH2:23][CH2:24][C:25]([OH:27])=[O:26])[CH2:19][CH2:18]3. Reactant: [Cl:1][C:2]1[CH:7]=[CH:6][CH:5]=[C:4]([Cl:8])[C:3]=1/[CH:9]=[CH:10]/[C:11]1[CH:16]=[CH:15][C:14]2[C:17]3([CH2:32][O:33][C:13]=2[CH:12]=1)[CH2:22][CH2:21][N:20]([CH2:23][CH2:24][C:25]([O:27]C(C)(C)C)=[O:26])[CH2:19][CH2:18]3.O1CCOCC1. The catalyst class is: 33.